From a dataset of Full USPTO retrosynthesis dataset with 1.9M reactions from patents (1976-2016). Predict the reactants needed to synthesize the given product. (1) Given the product [C:1]([N:4]1[C:8]2=[N:9][CH:10]=[C:11]([NH2:13])[CH:12]=[C:7]2[CH2:6][CH2:5]1)(=[O:3])[CH3:2], predict the reactants needed to synthesize it. The reactants are: [C:1]([N:4]1[C:8]2=[N:9][CH:10]=[C:11]([N+:13]([O-])=O)[CH:12]=[C:7]2[CH2:6][CH2:5]1)(=[O:3])[CH3:2].[H][H]. (2) Given the product [CH3:14][NH:13][CH2:12][CH2:11][C:8]1[CH:7]=[CH:6][C:5]([C:3]#[N:4])=[CH:10][CH:9]=1, predict the reactants needed to synthesize it. The reactants are: [H-].[Na+].[C:3]([C:5]1[CH:10]=[CH:9][C:8]([CH2:11][CH2:12][NH:13][C:14](=O)OCC2C=CC=CC=2)=[CH:7][CH:6]=1)#[N:4].CI.